This data is from Full USPTO retrosynthesis dataset with 1.9M reactions from patents (1976-2016). The task is: Predict the reactants needed to synthesize the given product. (1) The reactants are: [CH:1]1([NH:6][C:7]2[CH:14]=[C:13]([N:15]3[C:23]4[CH2:22][C:21]([CH3:25])([CH3:24])[CH2:20][C:19](=[O:26])[C:18]=4[C:17]([CH3:27])=[N:16]3)[CH:12]=[C:11]([F:28])[C:8]=2[C:9]#[N:10])[CH2:5][CH2:4][CH2:3][CH2:2]1.[OH-:29].[Na+].OO. Given the product [CH:1]1([NH:6][C:7]2[CH:14]=[C:13]([N:15]3[C:23]4[CH2:22][C:21]([CH3:25])([CH3:24])[CH2:20][C:19](=[O:26])[C:18]=4[C:17]([CH3:27])=[N:16]3)[CH:12]=[C:11]([F:28])[C:8]=2[C:9]([NH2:10])=[O:29])[CH2:5][CH2:4][CH2:3][CH2:2]1, predict the reactants needed to synthesize it. (2) Given the product [CH3:24][O:25][C:26]1[CH:27]=[CH:28][C:29]([S:32]([N:8]2[CH2:7][C:6]3[CH:9]=[CH:10][C:11]([C:13]([O:15][CH3:16])=[O:14])=[CH:12][C:5]=3[O:4][CH2:3][C@@H:2]2[CH3:1])(=[O:34])=[O:33])=[CH:30][CH:31]=1, predict the reactants needed to synthesize it. The reactants are: [CH3:1][C@@H:2]1[NH:8][CH2:7][C:6]2[CH:9]=[CH:10][C:11]([C:13]([O:15][CH3:16])=[O:14])=[CH:12][C:5]=2[O:4][CH2:3]1.CCN(CC)CC.[CH3:24][O:25][C:26]1[CH:31]=[CH:30][C:29]([S:32](Cl)(=[O:34])=[O:33])=[CH:28][CH:27]=1. (3) Given the product [C:8]([O:11][CH2:12][CH2:13][CH2:14][NH:15][C:16](=[O:50])[C@H:17]([N:25]([C:27](=[O:49])[C@H:28]([NH:40][CH3:41])[CH2:29][C:30]1[CH:39]=[CH:38][C:37]2[C:32](=[CH:33][CH:34]=[CH:35][CH:36]=2)[CH:31]=1)[CH3:26])[CH2:18][C:19]1[CH:20]=[CH:21][CH:22]=[CH:23][CH:24]=1)(=[O:10])[CH3:9], predict the reactants needed to synthesize it. The reactants are: FC(F)(F)C(O)=O.[C:8]([O:11][CH2:12][CH2:13][CH2:14][NH:15][C:16](=[O:50])[C@H:17]([N:25]([C:27](=[O:49])[C@H:28]([N:40](C(OC(C)(C)C)=O)[CH3:41])[CH2:29][C:30]1[CH:39]=[CH:38][C:37]2[C:32](=[CH:33][CH:34]=[CH:35][CH:36]=2)[CH:31]=1)[CH3:26])[CH2:18][C:19]1[CH:24]=[CH:23][CH:22]=[CH:21][CH:20]=1)(=[O:10])[CH3:9]. (4) Given the product [I:1][C:2]1[CH:6]=[CH:5][N:4]([C:10]2[CH:19]=[CH:18][C:13]([C:14]([O:16][CH3:17])=[O:15])=[CH:12][CH:11]=2)[N:3]=1, predict the reactants needed to synthesize it. The reactants are: [I:1][C:2]1[CH:6]=[CH:5][NH:4][N:3]=1.[H-].[Na+].F[C:10]1[CH:19]=[CH:18][C:13]([C:14]([O:16][CH3:17])=[O:15])=[CH:12][CH:11]=1. (5) Given the product [Cl:1][C:2]1[N:3]=[C:4]([C:9]([NH:11][C@H:12]2[CH2:17][CH2:16][N:15]([C:18]3[O:19][C:20]([CH2:30][CH3:31])=[C:21]([C:23]([OH:25])=[O:24])[N:22]=3)[CH2:14][C@H:13]2[O:32][CH3:33])=[O:10])[NH:5][C:6]=1[CH2:7][CH3:8], predict the reactants needed to synthesize it. The reactants are: [Cl:1][C:2]1[N:3]=[C:4]([C:9]([NH:11][C@H:12]2[CH2:17][CH2:16][N:15]([C:18]3[O:19][C:20]([CH2:30][CH3:31])=[C:21]([C:23]([O:25]CCCC)=[O:24])[N:22]=3)[CH2:14][C@H:13]2[O:32][CH3:33])=[O:10])[NH:5][C:6]=1[CH2:7][CH3:8].[OH-].[Li+].CO. (6) Given the product [Br:50][C:51]1[CH:52]=[CH:53][C:54]2[O:63][C:62]3[C:61](=[O:64])[NH:60][C:59]([C@@H:65]4[CH2:69][S:68][CH2:67][NH:66]4)=[N:58][C:57]=3[C:55]=2[CH:56]=1, predict the reactants needed to synthesize it. The reactants are: BrC1C=CC2OC3C(=O)NC(C4CCNCC4)=NC=3C=2C=1.BrC1C=CC2OC3C(=O)NC(C4CCN(C(OC(C)(C)C)=O)CC4)=NC=3C=2C=1.[Br:50][C:51]1[CH:52]=[CH:53][C:54]2[O:63][C:62]3[C:61](=[O:64])[NH:60][C:59]([CH:65]4[CH2:69][S:68][CH2:67][N:66]4C(OC(C)(C)C)=O)=[N:58][C:57]=3[C:55]=2[CH:56]=1. (7) Given the product [Cl:28][C:29]1[CH:34]=[CH:33][C:32]([C:2]2[CH:15]=[CH:14][C:13]3[C:4](=[C:5]([C:22]4[CH:23]=[CH:24][C:25]5[C:26](=[CH:22][CH:5]=[CH:6][CH:7]=5)[CH:27]=4)[C:6]4[C:11]([C:12]=3[C:16]3[CH:17]=[CH:18][C:19]5[C:20](=[CH:15][CH:2]=[CH:3][CH:4]=5)[CH:21]=3)=[CH:10][C:9]([C:32]3[CH:33]=[CH:34][C:29]([Cl:28])=[CH:30][CH:31]=3)=[CH:8][CH:7]=4)[CH:3]=2)=[CH:31][CH:30]=1, predict the reactants needed to synthesize it. The reactants are: Br[C:2]1[CH:15]=[CH:14][C:13]2[C:4](=[C:5]([C:22]3[CH:27]=[CH:26][CH:25]=[CH:24][CH:23]=3)[C:6]3[C:11]([C:12]=2[C:16]2[CH:21]=[CH:20][CH:19]=[CH:18][CH:17]=2)=[CH:10][CH:9]=[CH:8][CH:7]=3)[CH:3]=1.[Cl:28][C:29]1[CH:34]=[CH:33][C:32](B(O)O)=[CH:31][CH:30]=1.C(=O)([O-])[O-].[Na+].[Na+].